From a dataset of Full USPTO retrosynthesis dataset with 1.9M reactions from patents (1976-2016). Predict the reactants needed to synthesize the given product. (1) Given the product [NH2:1][C:2]1[N:10]=[CH:9][N:8]=[C:7]2[C:3]=1[N:4]=[C:5]([S:17][C:18]1[NH:19][C:20]3[C:25]([C:26]=1[I:34])=[CH:24][CH:23]=[CH:22][CH:21]=3)[N:6]2[CH2:11][CH2:12][O:13][C:14](=[O:16])[CH3:15], predict the reactants needed to synthesize it. The reactants are: [NH2:1][C:2]1[N:10]=[CH:9][N:8]=[C:7]2[C:3]=1[N:4]=[C:5]([S:17][C:18]1[NH:19][C:20]3[C:25]([CH:26]=1)=[CH:24][CH:23]=[CH:22][CH:21]=3)[N:6]2[CH2:11][CH2:12][O:13][C:14](=[O:16])[CH3:15].C1C(=O)N([I:34])C(=O)C1.CCOC(C)=O.C([O-])(O)=O.[Na+].CCOC(C)=O.CCN(CC)CC. (2) Given the product [Br:1][C:16]1[CH:17]=[CH:18][C:13]([O:12][CH2:11][CH:10]([CH3:24])[CH3:9])=[C:14]([O:19][CH2:20][CH:21]([CH3:23])[CH3:22])[CH:15]=1, predict the reactants needed to synthesize it. The reactants are: [Br:1]N1C(=O)CCC1=O.[CH3:9][CH:10]([CH3:24])[CH2:11][O:12][C:13]1[CH:18]=[CH:17][CH:16]=[CH:15][C:14]=1[O:19][CH2:20][CH:21]([CH3:23])[CH3:22].